From a dataset of Catalyst prediction with 721,799 reactions and 888 catalyst types from USPTO. Predict which catalyst facilitates the given reaction. (1) Reactant: S([O-])([O-])(=O)=[O:2].[NH4+:6].[NH4+].[S:8](=[O:12])(=[O:11])([OH:10])[OH:9]. Product: [OH-:2].[NH4+:6].[S:8]([O-:12])([O-:11])(=[O:10])=[O:9].[NH4+:6].[NH4+:6]. The catalyst class is: 6. (2) Reactant: CN(C)CCCN=C=NCC.[O:12]1[CH:16]=[CH:15][CH:14]=[C:13]1[C:17]([OH:19])=O.[NH2:20][C@@H:21]([CH2:37][CH:38]1[CH2:43][CH2:42][CH2:41][CH2:40][CH2:39]1)[C:22]([NH:24][C@H:25]1[CH2:31][CH2:30][C@@H:29]([CH3:32])[N:28]([CH2:33][CH2:34][CH3:35])[CH2:27][C@@H:26]1[OH:36])=[O:23].CN1CCOCC1.OC1C2N=NNC=2C=CC=1. Product: [CH:38]1([CH2:37][C@H:21]([NH:20][C:17]([C:13]2[O:12][CH:16]=[CH:15][CH:14]=2)=[O:19])[C:22](=[O:23])[NH:24][C@H:25]2[CH2:31][CH2:30][C@@H:29]([CH3:32])[N:28]([CH2:33][CH2:34][CH3:35])[CH2:27][C@@H:26]2[OH:36])[CH2:43][CH2:42][CH2:41][CH2:40][CH2:39]1. The catalyst class is: 31. (3) Reactant: [C:1]1([C:7]2[O:8][C:9]3[C:10](=[C:12]([C:16]([OH:18])=O)[CH:13]=[CH:14][CH:15]=3)[N:11]=2)[CH:6]=[CH:5][CH:4]=[CH:3][CH:2]=1.C1C=CC2N(O)N=[N:25]C=2C=1.[NH4+].[Cl-].CCN(C(C)C)C(C)C.CCN=C=NCCCN(C)C. Product: [C:1]1([C:7]2[O:8][C:9]3[C:10](=[C:12]([C:16]([NH2:25])=[O:18])[CH:13]=[CH:14][CH:15]=3)[N:11]=2)[CH:6]=[CH:5][CH:4]=[CH:3][CH:2]=1. The catalyst class is: 18. (4) Reactant: C([O:8][C:9]([C:11]1([C:19]#[N:20])[CH2:13][CH:12]1[CH:14]([CH2:17][CH3:18])[CH2:15][CH3:16])=[O:10])C1C=CC=CC=1. Product: [NH2:20][CH2:19][C:11]1([C:9]([OH:10])=[O:8])[CH2:13][CH:12]1[CH:14]([CH2:15][CH3:16])[CH2:17][CH3:18]. The catalyst class is: 123. (5) Reactant: [H-].[Al+3].[Li+].[H-].[H-].[H-].C(O)C.[Si:10]([O:17][C@@H:18]([CH3:51])[CH2:19][CH2:20][CH2:21][C:22](=[O:50])/[CH:23]=[CH:24]/[C@H:25]1[C@H:29]([O:30][CH:31]2[CH2:36][CH2:35][CH2:34][CH2:33][O:32]2)[CH2:28][C@@H:27]([Cl:37])[C@@H:26]1[CH2:38][CH2:39][CH2:40][C:41]1[S:45][C:44]([C:46]([O:48][CH3:49])=[O:47])=[CH:43][CH:42]=1)([C:13]([CH3:16])([CH3:15])[CH3:14])([CH3:12])[CH3:11]. Product: [Si:10]([O:17][C@@H:18]([CH3:51])[CH2:19][CH2:20][CH2:21][C@H:22]([OH:50])/[CH:23]=[CH:24]/[C@H:25]1[C@H:29]([O:30][CH:31]2[CH2:36][CH2:35][CH2:34][CH2:33][O:32]2)[CH2:28][C@@H:27]([Cl:37])[C@@H:26]1[CH2:38][CH2:39][CH2:40][C:41]1[S:45][C:44]([C:46]([O:48][CH3:49])=[O:47])=[CH:43][CH:42]=1)([C:13]([CH3:16])([CH3:15])[CH3:14])([CH3:12])[CH3:11]. The catalyst class is: 1.